This data is from Forward reaction prediction with 1.9M reactions from USPTO patents (1976-2016). The task is: Predict the product of the given reaction. (1) Given the reactants [Cl:1][C:2]1[CH:7]=[C:6]([O:8][C:9]2[CH:14]=[CH:13][C:12]([N:15]=[C:16]=[O:17])=[CH:11][CH:10]=2)[N:5]=[CH:4][N:3]=1.[NH2:18][C:19]1[CH:20]=[C:21]([CH:26]=[C:27]([C:29]([F:32])([F:31])[F:30])[CH:28]=1)[C:22]([NH:24][CH3:25])=[O:23], predict the reaction product. The product is: [Cl:1][C:2]1[N:3]=[CH:4][N:5]=[C:6]([O:8][C:9]2[CH:10]=[CH:11][C:12]([NH:15][C:16](=[O:17])[NH:18][C:19]3[CH:20]=[C:21]([CH:26]=[C:27]([C:29]([F:30])([F:31])[F:32])[CH:28]=3)[C:22]([NH:24][CH3:25])=[O:23])=[CH:13][CH:14]=2)[CH:7]=1. (2) Given the reactants [NH2:1][C@H:2]1[C@@H:6]([CH3:7])[O:5][C@@H:4]([N:8]2[CH:16]=[N:15][C:14]3[C:9]2=[N:10][C:11]([O:18][CH:19]2[CH2:23][CH2:22][CH2:21][CH2:20]2)=[N:12][C:13]=3[NH2:17])[C@@H:3]1[OH:24].[C:25](OC(=O)C)(=[O:27])[CH3:26], predict the reaction product. The product is: [C:25]([NH:1][C@H:2]1[C@@H:6]([CH3:7])[O:5][C@@H:4]([N:8]2[CH:16]=[N:15][C:14]3[C:9]2=[N:10][C:11]([O:18][CH:19]2[CH2:23][CH2:22][CH2:21][CH2:20]2)=[N:12][C:13]=3[NH2:17])[C@@H:3]1[OH:24])(=[O:27])[CH3:26]. (3) Given the reactants O.[NH2:2]N.C(O)(=O)C.[Br:8][C:9]1[CH:21]=[CH:20][C:12]([C:13](/[N:15]=[CH:16]/[N:17](C)C)=O)=[CH:11][CH:10]=1, predict the reaction product. The product is: [Br:8][C:9]1[CH:21]=[CH:20][C:12]([C:13]2[NH:2][N:17]=[CH:16][N:15]=2)=[CH:11][CH:10]=1. (4) Given the reactants [NH2:1][C@@H:2]([C@@H:39]([C:46]1[CH:51]=[CH:50][C:49]([Cl:52])=[CH:48][CH:47]=1)[CH:40]1[CH2:45][CH2:44][O:43][CH2:42][CH2:41]1)[C:3]([NH:5][C:6]1[CH:37]=[CH:36][CH:35]=[C:34]([F:38])[C:7]=1[CH2:8][CH2:9][C@H:10]1[CH2:17][N:16]([C:18]([O:20][C:21]([CH3:24])([CH3:23])[CH3:22])=[O:19])[CH2:15][C:12]2([CH2:14][CH2:13]2)[N:11]1[S:25]([C:28]1[CH:33]=[CH:32][CH:31]=[CH:30][CH:29]=1)(=[O:27])=[O:26])=[O:4].[C:53](=O)([O:62][CH3:63])[O:54]N1C(=O)CCC1=O, predict the reaction product. The product is: [Cl:52][C:49]1[CH:50]=[CH:51][C:46]([C@@H:39]([CH:40]2[CH2:45][CH2:44][O:43][CH2:42][CH2:41]2)[C@H:2]([NH:1][C:53]([O:62][CH3:63])=[O:54])[C:3]([NH:5][C:6]2[CH:37]=[CH:36][CH:35]=[C:34]([F:38])[C:7]=2[CH2:8][CH2:9][C@H:10]2[CH2:17][N:16]([C:18]([O:20][C:21]([CH3:22])([CH3:23])[CH3:24])=[O:19])[CH2:15][C:12]3([CH2:14][CH2:13]3)[N:11]2[S:25]([C:28]2[CH:33]=[CH:32][CH:31]=[CH:30][CH:29]=2)(=[O:27])=[O:26])=[O:4])=[CH:47][CH:48]=1. (5) Given the reactants [N:1]1[CH:6]=[CH:5][CH:4]=[CH:3][C:2]=1[C:7]1[C:8]([CH:17]([NH:19]C(=O)OC(C)(C)C)[CH3:18])=[N:9][C:10]2[C:15]([CH:16]=1)=[CH:14][N:13]=[CH:12][CH:11]=2.FC(F)(F)C(O)=O, predict the reaction product. The product is: [N:1]1[CH:6]=[CH:5][CH:4]=[CH:3][C:2]=1[C:7]1[C:8]([CH:17]([NH2:19])[CH3:18])=[N:9][C:10]2[C:15]([CH:16]=1)=[CH:14][N:13]=[CH:12][CH:11]=2. (6) Given the reactants [NH:1]1[C:9]2[C:4](=[CH:5][CH:6]=[C:7]([C:10]([O:12]C)=[O:11])[CH:8]=2)[CH:3]=[CH:2]1.CO.O.O[Li].O, predict the reaction product. The product is: [NH:1]1[C:9]2[C:4](=[CH:5][CH:6]=[C:7]([C:10]([OH:12])=[O:11])[CH:8]=2)[CH:3]=[CH:2]1. (7) Given the reactants [Cl:1][C:2]1[C:7]([C:8]2[CH:9]=[C:10]([C:14](=[O:20])[C:15]([N:17]([CH3:19])[CH3:18])=[O:16])[CH:11]=[N:12][CH:13]=2)=[CH:6][N:5]=[C:4]2[N:21]([CH2:32][O:33][CH2:34][CH2:35][Si:36]([CH3:39])([CH3:38])[CH3:37])[CH:22]=[C:23]([C:24]3[CH:29]=[CH:28][CH:27]=[CH:26][C:25]=3[O:30][CH3:31])[C:3]=12.Cl, predict the reaction product. The product is: [Cl:1][C:2]1[C:7]([C:8]2[CH:9]=[C:10]([CH:14]([OH:20])[C:15]([N:17]([CH3:19])[CH3:18])=[O:16])[CH:11]=[N:12][CH:13]=2)=[CH:6][N:5]=[C:4]2[N:21]([CH2:32][O:33][CH2:34][CH2:35][Si:36]([CH3:39])([CH3:37])[CH3:38])[CH:22]=[C:23]([C:24]3[CH:29]=[CH:28][CH:27]=[CH:26][C:25]=3[O:30][CH3:31])[C:3]=12. (8) The product is: [Cl:1][C:2]1[CH:3]=[C:4]([C:5]2[O:6][N:15]=[C:13]([CH:12]([OH:11])[CH3:17])[N:14]=2)[CH:8]=[CH:9][CH:10]=1. Given the reactants [Cl:1][C:2]1[CH:3]=[C:4]([CH:8]=[CH:9][CH:10]=1)[C:5](Cl)=[O:6].[OH:11][CH:12]([CH3:17])[C:13]([NH:15]O)=[NH:14], predict the reaction product. (9) Given the reactants COC[O:4][C:5]1[CH:10]=[C:9]([O:11]COC)[CH:8]=[CH:7][C:6]=1[CH:15]1[CH2:20][CH2:19][C:18](=[CH:21][C:22]([OH:24])=[O:23])[CH2:17][CH2:16]1, predict the reaction product. The product is: [OH:4][C:5]1[CH:10]=[C:9]([OH:11])[CH:8]=[CH:7][C:6]=1[CH:15]1[CH2:16][CH2:17][C:18](=[CH:21][C:22]([OH:24])=[O:23])[CH2:19][CH2:20]1. (10) Given the reactants [N:1]1([C:7]([O:9][CH2:10]Cl)=[O:8])[CH2:6][CH2:5][O:4][CH2:3][CH2:2]1.[Br-:12].[Li+], predict the reaction product. The product is: [N:1]1([C:7]([O:9][CH2:10][Br:12])=[O:8])[CH2:6][CH2:5][O:4][CH2:3][CH2:2]1.